Dataset: Forward reaction prediction with 1.9M reactions from USPTO patents (1976-2016). Task: Predict the product of the given reaction. (1) Given the reactants [OH:1][C:2]1[CH:10]=[CH:9][CH:8]=[C:7]2[C:3]=1[CH:4]=[CH:5][NH:6]2.[CH2:11](Br)[CH3:12].C([O-])([O-])=O.[Cs+].[Cs+], predict the reaction product. The product is: [CH2:11]([O:1][C:2]1[CH:10]=[CH:9][CH:8]=[C:7]2[C:3]=1[CH:4]=[CH:5][NH:6]2)[CH3:12]. (2) Given the reactants [OH:1][N:2]1[C:6](=[O:7])[C:5]2=[CH:8][CH:9]=[CH:10][CH:11]=[C:4]2[C:3]1=[O:12].[O:13]1[CH:18]=[CH:17][CH2:16][CH2:15][CH2:14]1, predict the reaction product. The product is: [O:13]1[CH2:18][CH2:17][CH2:16][CH2:15][CH:14]1[O:1][N:2]1[C:3](=[O:12])[C:4]2[C:5](=[CH:8][CH:9]=[CH:10][CH:11]=2)[C:6]1=[O:7]. (3) Given the reactants [N:1]1([S:5]([NH2:8])(=[O:7])=[O:6])[CH2:4][CH2:3][CH2:2]1.C1(P(C2CCCCC2)C2C=CC=CC=2C2C(C(C)C)=CC(C(C)C)=CC=2C(C)C)CCCCC1.C(=O)([O-])[O-].[Cs+].[Cs+].Cl[C:50]1[N:55]=[C:54]([S:56][CH2:57][C:58]2[CH:63]=[CH:62][CH:61]=[C:60]([F:64])[C:59]=2[F:65])[N:53]=[C:52]([O:66][CH2:67][CH2:68][OH:69])[CH:51]=1, predict the reaction product. The product is: [F:65][C:59]1[C:60]([F:64])=[CH:61][CH:62]=[CH:63][C:58]=1[CH2:57][S:56][C:54]1[N:55]=[C:50]([NH:8][S:5]([N:1]2[CH2:4][CH2:3][CH2:2]2)(=[O:7])=[O:6])[CH:51]=[C:52]([O:66][CH2:67][CH2:68][OH:69])[N:53]=1. (4) Given the reactants [NH:1]1[CH2:6][CH2:5][O:4][CH2:3][CH2:2]1.C(N(CC)C(C)C)(C)C.Cl[C:17]1[C:18]2[C:25]([C:26]3[CH:27]=[C:28]([CH:31]=[CH:32][CH:33]=3)[C:29]#[N:30])=[CH:24][NH:23][C:19]=2[N:20]=[CH:21][N:22]=1, predict the reaction product. The product is: [N:1]1([C:17]2[C:18]3[C:25]([C:26]4[CH:27]=[C:28]([CH:31]=[CH:32][CH:33]=4)[C:29]#[N:30])=[CH:24][NH:23][C:19]=3[N:20]=[CH:21][N:22]=2)[CH2:6][CH2:5][O:4][CH2:3][CH2:2]1.